From a dataset of Catalyst prediction with 721,799 reactions and 888 catalyst types from USPTO. Predict which catalyst facilitates the given reaction. (1) Reactant: [F:1][C:2]1[CH:3]=[C:4]([OH:11])[CH:5]=[CH:6][C:7]=1[N+:8]([O-:10])=[O:9].Cl.Cl[CH2:14][C:15]1[CH:19]=[CH:18][N:17]([CH3:20])[N:16]=1.C(=O)([O-])[O-].[K+].[K+].[I-].[K+]. Product: [F:1][C:2]1[CH:3]=[C:4]([CH:5]=[CH:6][C:7]=1[N+:8]([O-:10])=[O:9])[O:11][CH2:14][C:15]1[CH:19]=[CH:18][N:17]([CH3:20])[N:16]=1. The catalyst class is: 10. (2) Reactant: [Cl:1][C:2]1[CH:10]=[C:9]([C:11]2[C:12]([C:17]3[CH:22]=[CH:21][CH:20]=[CH:19][CH:18]=3)=[N:13][O:14][C:15]=2[CH3:16])[CH:8]=[CH:7][C:3]=1[C:4](O)=[O:5].[NH2:23][CH2:24][C@@H:25]([OH:27])[CH3:26].ON1C2C=CC=CC=2N=N1.Cl.C(N=C=NCCCN(C)C)C. Product: [Cl:1][C:2]1[CH:10]=[C:9]([C:11]2[C:12]([C:17]3[CH:22]=[CH:21][CH:20]=[CH:19][CH:18]=3)=[N:13][O:14][C:15]=2[CH3:16])[CH:8]=[CH:7][C:3]=1[C:4]([NH:23][CH2:24][C@@H:25]([OH:27])[CH3:26])=[O:5]. The catalyst class is: 18. (3) Reactant: [CH3:1][N:2]1[CH2:15][CH2:14][C:5]2[NH:6][C:7]3[CH:8]=[CH:9][C:10]([CH3:13])=[CH:11][C:12]=3[C:4]=2[CH2:3]1.Br[C:17]1[CH:22]=[CH:21][C:20]([Br:23])=[CH:19][N:18]=1.[O-]P([O-])([O-])=O.[K+].[K+].[K+].N1CCC[C@H]1C(O)=O. Product: [Br:23][C:20]1[CH:21]=[CH:22][C:17]([N:6]2[C:7]3[CH:8]=[CH:9][C:10]([CH3:13])=[CH:11][C:12]=3[C:4]3[CH2:3][N:2]([CH3:1])[CH2:15][CH2:14][C:5]2=3)=[N:18][CH:19]=1. The catalyst class is: 580. (4) The catalyst class is: 1. Reactant: S(Cl)([Cl:3])=O.[CH2:5]([O:7][C:8]1[CH:9]=[C:10]([CH:24]=[CH:25][CH:26]=1)[N:11]([CH3:23])[C:12]([C:14]1[CH:22]=[CH:21][CH:20]=[CH:19][C:15]=1[C:16](O)=[O:17])=[O:13])C.C1(C)C=CC=CC=1. Product: [CH3:5][O:7][C:8]1[CH:9]=[C:10]([CH:24]=[CH:25][CH:26]=1)[N:11]([CH3:23])[C:12]([C:14]1[CH:22]=[CH:21][CH:20]=[CH:19][C:15]=1[C:16]([Cl:3])=[O:17])=[O:13]. (5) Reactant: [Br:1][C:2]1[C:3]([S:9][CH3:10])=[N:4][C:5](Cl)=[N:6][CH:7]=1.[NH2:11][C:12]1[CH:13]=[C:14]([S:18]([CH3:26])(=[N:20][C:21]([O:23][CH2:24][CH3:25])=[O:22])=[O:19])[CH:15]=[CH:16][CH:17]=1. Product: [CH2:24]([O:23][C:21]([N:20]=[S:18]([C:14]1[CH:15]=[CH:16][CH:17]=[C:12]([NH:11][C:5]2[N:4]=[C:3]([S:9][CH3:10])[C:2]([Br:1])=[CH:7][N:6]=2)[CH:13]=1)([CH3:26])=[O:19])=[O:22])[CH3:25]. The catalyst class is: 10. (6) Reactant: Cl[C:2]([O:4][CH2:5][C:6]1[CH:11]=[CH:10][CH:9]=[CH:8][CH:7]=1)=[O:3].[CH2:12]1[C:15]2([C@H:19]([NH:20][C:21](=[O:27])[O:22][C:23]([CH3:26])([CH3:25])[CH3:24])[CH2:18][NH:17][CH2:16]2)[CH2:14][CH2:13]1.C(=O)([O-])[O-].[Na+].[Na+]. Product: [C:23]([O:22][C:21]([NH:20][C@H:19]1[C:15]2([CH2:14][CH2:13][CH2:12]2)[CH2:16][N:17]([C:2]([O:4][CH2:5][C:6]2[CH:11]=[CH:10][CH:9]=[CH:8][CH:7]=2)=[O:3])[CH2:18]1)=[O:27])([CH3:26])([CH3:24])[CH3:25]. The catalyst class is: 46. (7) Reactant: [CH:1]([C:4]1[N:5]=[C:6]2[CH:11]=[C:10]([C:12]([OH:14])=O)[CH:9]=[CH:8][N:7]2[CH:15]=1)([CH3:3])[CH3:2].CCN=C=NCCCN(C)C.Cl.C1C=CC2N(O)N=NC=2C=1.O.[CH2:39]([NH:41][CH2:42][CH3:43])[CH3:40].[I:44]N1C(=O)CCC1=O. Product: [CH2:39]([N:41]([CH2:42][CH3:43])[C:12]([C:10]1[CH:9]=[CH:8][N:7]2[C:15]([I:44])=[C:4]([CH:1]([CH3:2])[CH3:3])[N:5]=[C:6]2[CH:11]=1)=[O:14])[CH3:40]. The catalyst class is: 3. (8) Reactant: B([C:4]1[CH:12]=[CH:11][C:7]([C:8]([OH:10])=[O:9])=[C:6]([F:13])[CH:5]=1)(O)O.C([O-])([O-])=O.[K+].[K+].Br[C:21]1[N:22]=[CH:23][C:24]2[N:25]([C:27]([C:30]3[CH:37]=[CH:36][C:33]([C:34]#[N:35])=[CH:32][CH:31]=3)=[CH:28][N:29]=2)[CH:26]=1. Product: [C:34]([C:33]1[CH:36]=[CH:37][C:30]([C:27]2[N:25]3[CH:26]=[C:21]([C:5]4[C:6]([F:13])=[C:7]([CH:11]=[CH:12][CH:4]=4)[C:8]([OH:10])=[O:9])[N:22]=[CH:23][C:24]3=[N:29][CH:28]=2)=[CH:31][CH:32]=1)#[N:35]. The catalyst class is: 710. (9) Reactant: C[C:2]1(C)[CH2:10][C:9]2[NH:8][C:7]([CH:11]=[O:12])=[CH:6][C:5]=2[C:4](=[O:13])[CH2:3]1.C1(=O)CCCC(=O)C1.OC1O[C@H](CO)[C@@H](O)[C@H](O)[C@H]1N.Cl.C(=O)([O-])[O-].[Na+].[Na+].I([O-])(=O)(=O)=O.[Na+].C(=O)(O)[O-].[Na+]. Product: [O:13]=[C:4]1[CH2:3][CH2:2][CH2:10][C:9]2[NH:8][C:7]([CH:11]=[O:12])=[CH:6][C:5]1=2. The catalyst class is: 6.